From a dataset of Full USPTO retrosynthesis dataset with 1.9M reactions from patents (1976-2016). Predict the reactants needed to synthesize the given product. (1) Given the product [CH3:1][O:2][C:3]1[CH:8]=[CH:7][C:6]([C:9]2[C:14]([C:15]3[CH:16]=[CH:17][C:18]([O:21][CH3:22])=[CH:19][CH:20]=3)=[N:13][NH:12][C:11](=[O:23])[CH:10]=2)=[CH:5][CH:4]=1, predict the reactants needed to synthesize it. The reactants are: [CH3:1][O:2][C:3]1[CH:8]=[CH:7][C:6]([CH:9]2[C:14]([C:15]3[CH:20]=[CH:19][C:18]([O:21][CH3:22])=[CH:17][CH:16]=3)=[N:13][NH:12][C:11](=[O:23])[CH:10]2O)=[CH:5][CH:4]=1.O.C1(C)C=CC(S(O)(=O)=O)=CC=1.C(OCC)C. (2) Given the product [CH3:1][C:2]1([CH3:12])[C@H:7]2[CH2:8][C@@H:3]1[CH2:4][CH2:5][C@H:6]2[CH2:9][CH2:10][OH:11], predict the reactants needed to synthesize it. The reactants are: [CH3:1][C:2]1([CH3:12])[CH:7]2[CH2:8][CH:3]1[CH2:4][CH:5]=[C:6]2[CH2:9][CH2:10][OH:11]. (3) Given the product [CH2:1]([O:3][C:4](=[O:31])[CH2:5][C:6]1[CH:11]=[CH:10][C:9]([O:12][CH3:13])=[C:8]([O:14][C:15]2[CH:20]=[CH:19][C:18]([Br:21])=[CH:17][C:16]=2[CH2:22][N:23]([C:32](=[O:34])[CH3:33])[CH2:24][C:25]2[CH:26]=[CH:27][CH:28]=[CH:29][CH:30]=2)[CH:7]=1)[CH3:2], predict the reactants needed to synthesize it. The reactants are: [CH2:1]([O:3][C:4](=[O:31])[CH2:5][C:6]1[CH:11]=[CH:10][C:9]([O:12][CH3:13])=[C:8]([O:14][C:15]2[CH:20]=[CH:19][C:18]([Br:21])=[CH:17][C:16]=2[CH2:22][NH:23][CH2:24][C:25]2[CH:30]=[CH:29][CH:28]=[CH:27][CH:26]=2)[CH:7]=1)[CH3:2].[C:32](Cl)(=[O:34])[CH3:33]. (4) Given the product [CH2:1]([N:8]1[C@@H:13]2[C@H:14]([S:16]([C:19]3[CH:24]=[CH:23][CH:22]=[CH:21][CH:20]=3)(=[O:17])=[O:18])[CH2:15][C@@:9]1([C:26]1[CH:27]=[CH:28][C:29]([F:32])=[CH:30][CH:31]=1)[C:10](=[O:25])[CH2:11][CH2:12]2)[C:2]1[CH:7]=[CH:6][CH:5]=[CH:4][CH:3]=1, predict the reactants needed to synthesize it. The reactants are: [CH2:1]([N:8]1[C@@H:13]2[C@H:14]([S:16]([C:19]3[CH:24]=[CH:23][CH:22]=[CH:21][CH:20]=3)(=[O:18])=[O:17])[CH2:15][C@@:9]1([C:26]1[CH:31]=[CH:30][C:29]([F:32])=[CH:28][CH:27]=1)[C:10](=[O:25])[CH:11]=[CH:12]2)[C:2]1[CH:7]=[CH:6][CH:5]=[CH:4][CH:3]=1.C(OCC)(=O)C.